From a dataset of Peptide-MHC class I binding affinity with 185,985 pairs from IEDB/IMGT. Regression. Given a peptide amino acid sequence and an MHC pseudo amino acid sequence, predict their binding affinity value. This is MHC class I binding data. (1) The peptide sequence is VSVKMFDAY. The MHC is HLA-A24:02 with pseudo-sequence HLA-A24:02. The binding affinity (normalized) is 0.146. (2) The binding affinity (normalized) is 0.958. The MHC is Patr-A0101 with pseudo-sequence Patr-A0101. The peptide sequence is RLHRFAPPCK. (3) The peptide sequence is GLYPAQIKA. The MHC is HLA-A69:01 with pseudo-sequence HLA-A69:01. The binding affinity (normalized) is 0.0847.